Dataset: Reaction yield outcomes from USPTO patents with 853,638 reactions. Task: Predict the reaction yield, written as a fraction of the theoretical maximum amount of product (1.0 means a 100% yield; for example, 0.34 means a 34% yield). (1) The reactants are [CH3:1][O:2][C:3]1[CH:8]=[CH:7][C:6]([NH:9][C:10]2[S:11][CH:12]=[C:13]([CH3:15])[N:14]=2)=[CH:5][C:4]=1[OH:16].C([O-])([O-])=O.[K+].[K+].Br[CH2:24][CH:25]=[C:26]([CH3:28])[CH3:27]. The catalyst is CC(C)=O. The product is [CH3:15][C:13]1[N:14]=[C:10]([NH:9][C:6]2[CH:7]=[CH:8][C:3]([O:2][CH3:1])=[C:4]([O:16][CH2:24][CH:25]=[C:26]([CH3:28])[CH3:27])[CH:5]=2)[S:11][CH:12]=1. The yield is 0.540. (2) The catalyst is CCOCC. The reactants are Cl.[CH3:2][NH:3][C:4]1([C:14]2[N:15]([CH3:19])[N:16]=[CH:17][N:18]=2)[CH2:13][CH2:12][C:7]2(OCC[O:8]2)[CH2:6][CH2:5]1. The product is [CH3:2][NH:3][C:4]1([C:14]2[N:15]([CH3:19])[N:16]=[CH:17][N:18]=2)[CH2:13][CH2:12][C:7](=[O:8])[CH2:6][CH2:5]1. The yield is 0.830. (3) The reactants are [CH3:1][N:2]1[C:7]2[N:8]=[C:9]([N:13]3[CH2:18][CH2:17][N:16](C(OC(C)(C)C)=O)[CH2:15][CH2:14]3)[NH:10][C:11](=[O:12])[C:6]=2[CH2:5][CH2:4][CH2:3]1.FC(F)(F)C(O)=O. The catalyst is C(Cl)Cl. The product is [CH3:1][N:2]1[C:7]2[N:8]=[C:9]([N:13]3[CH2:18][CH2:17][NH:16][CH2:15][CH2:14]3)[NH:10][C:11](=[O:12])[C:6]=2[CH2:5][CH2:4][CH2:3]1. The yield is 0.950.